From a dataset of Catalyst prediction with 721,799 reactions and 888 catalyst types from USPTO. Predict which catalyst facilitates the given reaction. Reactant: [OH:1][C:2]1[N:3]=[C:4]2[CH:17]=[CH:16][C:15]3=[N:18][N:19]=[C:20]([C:21]([NH2:23])=[O:22])[N:14]3[C:5]2=[N:6][C:7]=1[C:8]1[CH:13]=[CH:12][CH:11]=[CH:10][CH:9]=1.C(=O)([O-])[O-].[K+].[K+].[F:30][C:31]([F:50])([F:49])[S:32](N(C1C=CC=CC=1)[S:32]([C:31]([F:50])([F:49])[F:30])(=[O:34])=[O:33])(=[O:34])=[O:33]. Product: [F:30][C:31]([F:50])([F:49])[S:32]([O:1][C:2]1[N:3]=[C:4]2[CH:17]=[CH:16][C:15]3=[N:18][N:19]=[C:20]([C:21](=[O:22])[NH2:23])[N:14]3[C:5]2=[N:6][C:7]=1[C:8]1[CH:9]=[CH:10][CH:11]=[CH:12][CH:13]=1)(=[O:34])=[O:33]. The catalyst class is: 479.